This data is from Peptide-MHC class I binding affinity with 185,985 pairs from IEDB/IMGT. The task is: Regression. Given a peptide amino acid sequence and an MHC pseudo amino acid sequence, predict their binding affinity value. This is MHC class I binding data. (1) The peptide sequence is KRWIIMGLNK. The MHC is HLA-A31:01 with pseudo-sequence HLA-A31:01. The binding affinity (normalized) is 0.113. (2) The peptide sequence is SQGIRQVLF. The MHC is Mamu-A07 with pseudo-sequence Mamu-A07. The binding affinity (normalized) is 0. (3) The peptide sequence is IFQPQNGQF. The MHC is HLA-B07:02 with pseudo-sequence HLA-B07:02. The binding affinity (normalized) is 0. (4) The peptide sequence is PLIISTDQDT. The MHC is HLA-A02:03 with pseudo-sequence HLA-A02:03. The binding affinity (normalized) is 0.0314.